The task is: Predict the reactants needed to synthesize the given product.. This data is from Full USPTO retrosynthesis dataset with 1.9M reactions from patents (1976-2016). (1) Given the product [F:12][C:13]1[CH:18]=[CH:17][C:16]([S:19]([CH3:20])=[O:6])=[CH:15][N:14]=1, predict the reactants needed to synthesize it. The reactants are: ClC1C=C(C=CC=1)C(OO)=[O:6].[F:12][C:13]1[CH:18]=[CH:17][C:16]([S:19][CH3:20])=[CH:15][N:14]=1. (2) The reactants are: [CH:1]1[C:14]2[CH:13]=[C:12](B(O)O)[C:11]3[C:6](=[CH:7][CH:8]=[CH:9][CH:10]=3)[C:5]=2[CH:4]=[CH:3][CH:2]=1.[Br:18][C:19]1[CH:20]=[C:21]([C:26]2[N:31]=[C:30]([C:32]3[CH:37]=[CH:36][CH:35]=[CH:34][CH:33]=3)[N:29]=[C:28]([C:38]3[CH:43]=[CH:42][CH:41]=[CH:40][CH:39]=3)[N:27]=2)[CH:22]=[C:23](Br)[CH:24]=1.C1(C)C=CC=CC=1. Given the product [C:38]1([C:28]2[N:29]=[C:30]([C:32]3[CH:37]=[CH:36][CH:35]=[CH:34][CH:33]=3)[N:31]=[C:26]([C:21]3[CH:22]=[C:23]([C:12]4[C:11]5[C:6]([C:5]6[CH:4]=[CH:3][CH:2]=[CH:1][C:14]=6[CH:13]=4)=[CH:7][CH:8]=[CH:9][CH:10]=5)[CH:24]=[C:19]([Br:18])[CH:20]=3)[N:27]=2)[CH:39]=[CH:40][CH:41]=[CH:42][CH:43]=1, predict the reactants needed to synthesize it. (3) Given the product [Br:26][C:24]1[CH:23]=[CH:22][C:21]([O:27][CH2:28][C:29]2[CH:30]=[CH:31][C:32]([F:35])=[CH:33][CH:34]=2)=[C:20]([C:15]2[N:14]([C:6]3[CH:5]=[C:4]([C:9]([NH:10][C:11](=[O:13])[CH3:12])=[CH:8][CH:7]=3)[C:3]([OH:36])=[O:2])[C:18]([CH3:19])=[CH:17][CH:16]=2)[CH:25]=1, predict the reactants needed to synthesize it. The reactants are: C[O:2][C:3](=[O:36])[C:4]1[C:9]([NH:10][C:11](=[O:13])[CH3:12])=[CH:8][CH:7]=[C:6]([N:14]2[C:18]([CH3:19])=[CH:17][CH:16]=[C:15]2[C:20]2[CH:25]=[C:24]([Br:26])[CH:23]=[CH:22][C:21]=2[O:27][CH2:28][C:29]2[CH:34]=[CH:33][C:32]([F:35])=[CH:31][CH:30]=2)[CH:5]=1.[OH-].[Na+]. (4) Given the product [CH3:1][O:3][C:4]([CH2:6][CH2:7][CH2:8][C:9]1[O:10][C:11]2[C:16]([C:17](=[O:27])[C:18]=1[C:19]1[CH:24]=[CH:23][C:22]([OH:25])=[CH:21][CH:20]=1)=[C:15]([OH:28])[CH:14]=[C:13]([OH:29])[CH:12]=2)=[O:5], predict the reactants needed to synthesize it. The reactants are: [CH2:1]([O:3][C:4]([CH2:6][CH2:7][CH2:8][C:9]1[O:10][C:11]2[C:16]([C:17](=[O:27])[C:18]=1[C:19]1[CH:24]=[CH:23][C:22]([O:25]C)=[CH:21][CH:20]=1)=[C:15]([OH:28])[CH:14]=[C:13]([OH:29])[CH:12]=2)=[O:5])C.B(Br)(Br)Br.CO.